From a dataset of Full USPTO retrosynthesis dataset with 1.9M reactions from patents (1976-2016). Predict the reactants needed to synthesize the given product. (1) Given the product [CH:13]([N:16]1[C:10]2[CH2:9][CH2:8][CH2:7][C:6](=[O:12])[C:5]=2[CH:4]=[N:2]1)([CH3:15])[CH3:14], predict the reactants needed to synthesize it. The reactants are: C[N:2]([CH:4]=[C:5]1[C:10](=O)[CH2:9][CH2:8][CH2:7][C:6]1=[O:12])C.[CH:13]([NH:16]N)([CH3:15])[CH3:14].[OH-].[Na+]. (2) The reactants are: [CH3:1][S:2]([N:5]1[CH2:9][C@H:8]([S:10]CC2C=CC(OC)=CC=2)[CH2:7][C@H:6]1[CH2:20][O:21][C:22]1[CH:27]=[CH:26][CH:25]=[CH:24][CH:23]=1)(=[O:4])=[O:3].C([SiH](CC)CC)C. Given the product [CH3:1][S:2]([N:5]1[C@H:6]([CH2:20][O:21][C:22]2[CH:23]=[CH:24][CH:25]=[CH:26][CH:27]=2)[CH2:7][C@@H:8]([SH:10])[CH2:9]1)(=[O:3])=[O:4], predict the reactants needed to synthesize it. (3) Given the product [F:15][C:10]1([F:14])[O:11][CH2:12][CH2:13][N:8]([CH2:1][CH2:2][N:30]2[C:34](=[O:35])[C:33]3[CH:36]=[C:37]([C:39]4[CH:44]=[CH:43][N:42]=[C:41]([NH:45][C:46]5[N:47]([CH3:51])[N:48]=[CH:49][CH:50]=5)[N:40]=4)[S:38][C:32]=3[C:31]2([CH3:53])[CH3:52])[CH2:9]1, predict the reactants needed to synthesize it. The reactants are: [CH2:1]([N:8]1[CH2:13][CH2:12][O:11][C:10]([F:15])([F:14])[CH2:9]1)[C:2]1C=CC=CC=1.C(N(CC)CC)C.CS(OCC[N:30]1[C:34](=[O:35])[C:33]2[CH:36]=[C:37]([C:39]3[CH:44]=[CH:43][N:42]=[C:41]([NH:45][C:46]4[N:47]([CH3:51])[N:48]=[CH:49][CH:50]=4)[N:40]=3)[S:38][C:32]=2[C:31]1([CH3:53])[CH3:52])(=O)=O.C(#N)C. (4) Given the product [Cl:7][C:8]1[CH:13]=[CH:12][C:11]([C:14]2[S:18][C:17]([C:19]([N:48]([O:49][CH3:50])[CH3:47])=[O:21])=[C:16]([C:22]3[CH:27]=[CH:26][C:25]([S:28](=[O:31])(=[O:30])[N:29]=[CH:37][N:35]([CH3:34])[CH3:36])=[C:24]([CH3:32])[CH:23]=3)[C:15]=2[CH3:33])=[CH:10][CH:9]=1, predict the reactants needed to synthesize it. The reactants are: C(Cl)(=O)C(Cl)=O.[Cl:7][C:8]1[CH:13]=[CH:12][C:11]([C:14]2[S:18][C:17]([C:19]([OH:21])=O)=[C:16]([C:22]3[CH:27]=[CH:26][C:25]([S:28](=[O:31])(=[O:30])[NH2:29])=[C:24]([CH3:32])[CH:23]=3)[C:15]=2[CH3:33])=[CH:10][CH:9]=1.[CH3:34][N:35]([CH:37]=O)[CH3:36].C(N(CC)CC)C.Cl.[CH3:47][NH:48][O:49][CH3:50]. (5) Given the product [C:17]([O:1][C:2]1[CH:3]=[CH:4][C:5]([C:8]2[CH:13]=[CH:12][C:11]([C:14]([OH:16])=[O:15])=[CH:10][CH:9]=2)=[CH:6][CH:7]=1)(=[O:19])[CH3:18], predict the reactants needed to synthesize it. The reactants are: [OH:1][C:2]1[CH:7]=[CH:6][C:5]([C:8]2[CH:13]=[CH:12][C:11]([C:14]([OH:16])=[O:15])=[CH:10][CH:9]=2)=[CH:4][CH:3]=1.[C:17](OC(=O)C)(=[O:19])[CH3:18]. (6) Given the product [ClH:1].[ClH:28].[ClH:27].[Cl:28][C:29]1[CH:35]=[CH:34][C:33]([O:36][CH3:37])=[CH:32][C:30]=1[NH:31][C:2]1[C:11]2[C:6](=[CH:7][C:8]([O:19][CH2:20][CH2:21][N:22]3[CH2:23][CH2:24][CH2:25][CH2:26]3)=[CH:9][C:10]=2[N:12]2[CH2:13][CH2:14][N:15]([CH3:18])[CH2:16][CH2:17]2)[N:5]=[CH:4][N:3]=1, predict the reactants needed to synthesize it. The reactants are: [Cl:1][C:2]1[C:11]2[C:6](=[CH:7][C:8]([O:19][CH2:20][CH2:21][N:22]3[CH2:26][CH2:25][CH2:24][CH2:23]3)=[CH:9][C:10]=2[N:12]2[CH2:17][CH2:16][N:15]([CH3:18])[CH2:14][CH2:13]2)[N:5]=[CH:4][N:3]=1.[ClH:27].[Cl:28][C:29]1[CH:35]=[CH:34][C:33]([O:36][CH3:37])=[CH:32][C:30]=1[NH2:31].Cl. (7) Given the product [Cl:1][C:2]1[CH:11]=[C:10]2[C:5]([CH2:6][CH2:7][CH2:8][CH:9]2[N:12]([O:13][CH3:14])[C:29]([C:28]2[C:24]([CH:23]([F:33])[F:22])=[N:25][N:26]([CH3:32])[CH:27]=2)=[O:30])=[CH:4][CH:3]=1, predict the reactants needed to synthesize it. The reactants are: [Cl:1][C:2]1[CH:11]=[C:10]2[C:5]([CH2:6][CH2:7][CH2:8][CH:9]2[NH:12][O:13][CH3:14])=[CH:4][CH:3]=1.C(N(CC)CC)C.[F:22][CH:23]([F:33])[C:24]1[C:28]([C:29](Cl)=[O:30])=[CH:27][N:26]([CH3:32])[N:25]=1.